Predict which catalyst facilitates the given reaction. From a dataset of Catalyst prediction with 721,799 reactions and 888 catalyst types from USPTO. (1) Reactant: [C:1]1([CH2:7][CH2:8][CH2:9][O:10][CH2:11][C@@H:12]2[CH2:16][CH2:15][N:14](C(OC(C)(C)C)=O)[CH2:13]2)[CH:6]=[CH:5][CH:4]=[CH:3][CH:2]=1.C(O)(C(F)(F)F)=O.O. Product: [C:1]1([CH2:7][CH2:8][CH2:9][O:10][CH2:11][C@@H:12]2[CH2:16][CH2:15][NH:14][CH2:13]2)[CH:2]=[CH:3][CH:4]=[CH:5][CH:6]=1. The catalyst class is: 2. (2) Product: [CH:1]1([C:5]2[C:14]([C:15]3[NH:16][C:17]([CH2:20][CH3:21])=[CH:18][N:19]=3)=[CH:13][C:8]([C:9]([OH:11])=[O:10])=[C:7]([CH3:22])[CH:6]=2)[CH2:2][CH2:3][CH2:4]1. Reactant: [CH:1]1([C:5]2[C:14]([C:15]3[NH:16][C:17]([CH2:20][CH3:21])=[CH:18][N:19]=3)=[CH:13][C:8]([C:9]([O:11]C)=[O:10])=[C:7]([CH3:22])[CH:6]=2)[CH2:4][CH2:3][CH2:2]1.[OH-].[Na+].CO.Cl. The catalyst class is: 6. (3) Reactant: [C:1]([O:5][C:6]([N:8]1[C:16]2[C:11](=[CH:12][C:13]([OH:17])=[CH:14][CH:15]=2)[CH2:10][CH2:9]1)=[O:7])([CH3:4])([CH3:3])[CH3:2].C([O-])([O-])=O.[K+].[K+].[Br:24][CH2:25][CH2:26][CH2:27][CH2:28]Br. Product: [C:1]([O:5][C:6]([N:8]1[C:16]2[C:11](=[CH:12][C:13]([O:17][CH2:28][CH2:27][CH2:26][CH2:25][Br:24])=[CH:14][CH:15]=2)[CH2:10][CH2:9]1)=[O:7])([CH3:4])([CH3:2])[CH3:3]. The catalyst class is: 21. (4) Reactant: [CH2:1]1[O:9][C:8]2[CH:7]=[CH:6][C:5]([CH2:10][NH:11][C:12](=[O:15])[CH2:13][Cl:14])=[CH:4][C:3]=2[O:2]1.[ClH:16].Cl.[CH2:18]([N:27]1[CH2:32][CH2:31][NH:30][CH2:29][CH2:28]1)[C:19]([C:21]1[CH:26]=[CH:25][CH:24]=[CH:23][CH:22]=1)=[O:20].C([O-])([O-])=O.[K+].[K+]. Product: [ClH:14].[ClH:16].[CH2:18]([N:27]1[CH2:32][CH2:31][N:30]([CH2:13][C:12]([NH:11][CH2:10][C:5]2[CH:6]=[CH:7][C:8]3[O:9][CH2:1][O:2][C:3]=3[CH:4]=2)=[O:15])[CH2:29][CH2:28]1)[C:19]([C:21]1[CH:22]=[CH:23][CH:24]=[CH:25][CH:26]=1)=[O:20]. The catalyst class is: 21.